From a dataset of Reaction yield outcomes from USPTO patents with 853,638 reactions. Predict the reaction yield, written as a fraction of the theoretical maximum amount of product (1.0 means a 100% yield; for example, 0.34 means a 34% yield). (1) The reactants are [C:1]1([C:18]2[CH:23]=[CH:22][CH:21]=[CH:20][CH:19]=2)[CH:6]=[CH:5][CH:4]=[CH:3][C:2]=1[P:7]1[C:12]([CH3:14])([CH3:13])[CH2:11][C:10](=[O:15])[CH2:9][C:8]1([CH3:17])[CH3:16].B(F)(F)F.[CH3:28]COCC.P.C[Si](C=[N+]=[N-])(C)C. The catalyst is Cl. The product is [C:1]1([C:18]2[CH:19]=[CH:20][CH:21]=[CH:22][CH:23]=2)[CH:6]=[CH:5][CH:4]=[CH:3][C:2]=1[P:7]1[C:8]([CH3:16])([CH3:17])[CH2:9][CH2:28][C:10](=[O:15])[CH2:11][C:12]1([CH3:14])[CH3:13]. The yield is 0.620. (2) The reactants are [CH3:1][C:2]1[C:7]([CH:8]([CH2:13][CH2:14][CH3:15])[C:9]([O:11]C)=[O:10])=[C:6]([C:16]2[CH:17]=[CH:18][CH:19]=[C:20]3[C:25]=2[N:24]=[CH:23][CH:22]=[CH:21]3)[N:5]=[C:4]([N:26]2[CH2:31][CH2:30][CH2:29][CH2:28][CH2:27]2)[N:3]=1.[OH-].[Na+]. The catalyst is CO. The product is [CH3:1][C:2]1[C:7]([CH:8]([CH2:13][CH2:14][CH3:15])[C:9]([OH:11])=[O:10])=[C:6]([C:16]2[CH:17]=[CH:18][CH:19]=[C:20]3[C:25]=2[N:24]=[CH:23][CH:22]=[CH:21]3)[N:5]=[C:4]([N:26]2[CH2:31][CH2:30][CH2:29][CH2:28][CH2:27]2)[N:3]=1. The yield is 0.0900. (3) The reactants are C(OC([N:8]1[CH2:13][CH2:12][CH2:11][CH2:10][CH:9]1[CH2:14][C:15](O)=O)=O)(C)(C)C.[F:18][C:19]1[C:24]([F:25])=[CH:23][CH:22]=[C:21]([NH2:26])[C:20]=1[NH2:27].C(=O)([O-])[O-].[K+].[K+]. No catalyst specified. The product is [F:18][C:19]1[C:20]2[N:27]=[C:15]([CH2:14][CH:9]3[CH2:10][CH2:11][CH2:12][CH2:13][NH:8]3)[NH:26][C:21]=2[CH:22]=[CH:23][C:24]=1[F:25]. The yield is 0.620. (4) The reactants are [CH2:1]([O:4][C:5]1[C:6]([CH2:11]O)=[N:7][CH:8]=[CH:9][CH:10]=1)[CH:2]=[CH2:3].C(N(CC)CC)C.CS([Cl:24])(=O)=O.O. The catalyst is ClCCl. The product is [CH2:1]([O:4][C:5]1[C:6]([CH2:11][Cl:24])=[N:7][CH:8]=[CH:9][CH:10]=1)[CH:2]=[CH2:3]. The yield is 0.790. (5) The reactants are Br[C:2]1[CH:10]=[CH:9][C:8]([C:11]([NH2:13])=[O:12])=[C:7]2[C:3]=1[C:4]([CH3:15])=[C:5]([CH3:14])[NH:6]2.[CH3:16][C:17]1[C:23](B2OC(C)(C)C(C)(C)O2)=[CH:22][CH:21]=[CH:20][C:18]=1[NH2:19].C([O-])([O-])=O.[Na+].[Na+]. The catalyst is C1(C)C=CC=CC=1.C(O)C.C1C=CC([P]([Pd]([P](C2C=CC=CC=2)(C2C=CC=CC=2)C2C=CC=CC=2)([P](C2C=CC=CC=2)(C2C=CC=CC=2)C2C=CC=CC=2)[P](C2C=CC=CC=2)(C2C=CC=CC=2)C2C=CC=CC=2)(C2C=CC=CC=2)C2C=CC=CC=2)=CC=1. The product is [NH2:19][C:18]1[C:17]([CH3:16])=[C:23]([C:2]2[CH:10]=[CH:9][C:8]([C:11]([NH2:13])=[O:12])=[C:7]3[C:3]=2[C:4]([CH3:15])=[C:5]([CH3:14])[NH:6]3)[CH:22]=[CH:21][CH:20]=1. The yield is 0.520. (6) The reactants are O=C1C2C(=CC=CC=2)C(=O)[N:3]1[CH2:12][CH2:13][O:14][C:15]1[CH:20]=[CH:19][C:18]([C:21](=[O:27])[NH:22][CH2:23][CH:24]([CH3:26])[CH3:25])=[CH:17][C:16]=1[C:28]1[CH:29]=[CH:30][C:31]2[O:35][C:34]([C:36]3[CH:41]=[CH:40][C:39]([F:42])=[CH:38][CH:37]=3)=[C:33]([C:43]([NH:45][CH3:46])=[O:44])[C:32]=2[CH:47]=1.NN. The catalyst is CO.O.O.CO.C(#N)C.O.C(#N)C. The product is [NH2:3][CH2:12][CH2:13][O:14][C:15]1[CH:20]=[CH:19][C:18]([C:21](=[O:27])[NH:22][CH2:23][CH:24]([CH3:26])[CH3:25])=[CH:17][C:16]=1[C:28]1[CH:29]=[CH:30][C:31]2[O:35][C:34]([C:36]3[CH:37]=[CH:38][C:39]([F:42])=[CH:40][CH:41]=3)=[C:33]([C:43]([NH:45][CH3:46])=[O:44])[C:32]=2[CH:47]=1. The yield is 0.580. (7) The yield is 0.353. The product is [OH:33][CH2:32][C:35]1[C:36](=[O:53])[N:37]([CH2:49][CH:50]([CH3:51])[CH3:52])[N:38]=[C:39]([C:41]2[CH:46]=[CH:45][C:44]([S:47][CH3:48])=[CH:43][CH:42]=2)[CH:40]=1. No catalyst specified. The reactants are FC1C=C(F)C=CC=1C1C=C(CN2C(=O)C3=CC=CC=C3C2=O)C(=O)N(CC(C)C)N=1.[C:32]([C:35]1[C:36](=[O:53])[N:37]([CH2:49][CH:50]([CH3:52])[CH3:51])[N:38]=[C:39]([C:41]2[CH:46]=[CH:45][C:44]([S:47][CH3:48])=[CH:43][CH:42]=2)[CH:40]=1)(O)=[O:33].